This data is from Full USPTO retrosynthesis dataset with 1.9M reactions from patents (1976-2016). The task is: Predict the reactants needed to synthesize the given product. Given the product [CH3:18][O:17][C:11]1[CH:10]=[C:9]2[C:14]([CH:15]=[CH:16][C:7]([C:41]3[CH:42]=[C:37]([CH:38]=[CH:39][CH:40]=3)[C:35]([O:34][CH3:33])=[O:36])=[CH:8]2)=[CH:13][CH:12]=1, predict the reactants needed to synthesize it. The reactants are: FC(F)(F)S(O[C:7]1[CH:16]=[CH:15][C:14]2[C:9](=[CH:10][C:11]([O:17][CH3:18])=[CH:12][CH:13]=2)[CH:8]=1)(=O)=O.COCCOC.C(=O)([O-])[O-].[Na+].[Na+].[CH3:33][O:34][C:35]([C:37]1[CH:38]=[C:39](B(O)O)[CH:40]=[CH:41][CH:42]=1)=[O:36].